From a dataset of Forward reaction prediction with 1.9M reactions from USPTO patents (1976-2016). Predict the product of the given reaction. (1) Given the reactants Cl.Cl.[NH2:3][C:4]1[CH:5]=[CH:6][C:7]([N:11]2[CH2:16][CH2:15][CH2:14][C@@H:13]([C:17]([N:19]3[CH2:24][CH2:23][O:22][CH2:21][CH2:20]3)=[O:18])[CH2:12]2)=[N:8][C:9]=1[NH2:10].Cl.Cl.NC1C=[CH:30][C:31]([N:35]2[CH2:40][CH2:39][CH2:38][C@@H:37]([C:41](N3CCCC3)=O)[CH2:36]2)=[N:32]C=1N.NC1N=C(N2CCC[C@@H](C(N3CCOCC3)=O)C2)C=CC=1[N+]([O-])=O.C1(C2C=CN=C(C(=N)OCC)N=2)CC1, predict the reaction product. The product is: [CH:37]1([C:38]2[CH:39]=[CH:40][N:35]=[C:31]([C:30]3[NH:10][C:9]4=[N:8][C:7]([N:11]5[CH2:16][CH2:15][CH2:14][C@@H:13]([C:17]([N:19]6[CH2:20][CH2:21][O:22][CH2:23][CH2:24]6)=[O:18])[CH2:12]5)=[CH:6][CH:5]=[C:4]4[N:3]=3)[N:32]=2)[CH2:36][CH2:41]1. (2) Given the reactants C(OC([N:8]([C:17]1[CH:51]=[CH:50][C:20]([C:21]([O:23][C@H:24]([C:35]2[CH:40]=[CH:39][C:38]([O:41][CH:42]([F:44])[F:43])=[C:37]([O:45][CH2:46][CH:47]3[CH2:49][CH2:48]3)[CH:36]=2)[CH2:25][C:26]2[C:31]([Cl:32])=[CH:30][N+:29]([O-:33])=[CH:28][C:27]=2[Cl:34])=[O:22])=[CH:19][CH:18]=1)[S:9]([CH2:12][CH2:13][N:14]([CH3:16])[CH3:15])(=[O:11])=[O:10])=O)(C)(C)C.Cl.O1CCOCC1, predict the reaction product. The product is: [ClH:32].[Cl:34][C:27]1[CH:28]=[N+:29]([O-:33])[CH:30]=[C:31]([Cl:32])[C:26]=1[CH2:25][C@@H:24]([C:35]1[CH:40]=[CH:39][C:38]([O:41][CH:42]([F:43])[F:44])=[C:37]([O:45][CH2:46][CH:47]2[CH2:49][CH2:48]2)[CH:36]=1)[O:23][C:21](=[O:22])[C:20]1[CH:19]=[CH:18][C:17]([NH:8][S:9]([CH2:12][CH2:13][N:14]([CH3:15])[CH3:16])(=[O:11])=[O:10])=[CH:51][CH:50]=1. (3) Given the reactants [CH2:1]([NH:3][C:4](=[O:39])[NH:5][C:6]1[CH:11]=[CH:10][C:9]([C:12]2[N:13]=[C:14]([N:33]3[CH2:38][CH2:37][O:36][CH2:35][CH2:34]3)[C:15]3[CH2:21][CH2:20][N:19]([C:22]4[N:27]=[C:26]([C:28]([O:30]C)=[O:29])[CH:25]=[C:24]([CH3:32])[N:23]=4)[CH2:18][C:16]=3[N:17]=2)=[CH:8][CH:7]=1)[CH3:2].[OH-].[Na+].Cl, predict the reaction product. The product is: [CH2:1]([NH:3][C:4](=[O:39])[NH:5][C:6]1[CH:7]=[CH:8][C:9]([C:12]2[N:13]=[C:14]([N:33]3[CH2:34][CH2:35][O:36][CH2:37][CH2:38]3)[C:15]3[CH2:21][CH2:20][N:19]([C:22]4[N:27]=[C:26]([C:28]([OH:30])=[O:29])[CH:25]=[C:24]([CH3:32])[N:23]=4)[CH2:18][C:16]=3[N:17]=2)=[CH:10][CH:11]=1)[CH3:2]. (4) Given the reactants [CH3:1][N:2]([CH2:10][C:11]1[O:12][C:13]([C:23]2[CH:28]=[CH:27][CH:26]=[CH:25][C:24]=2[CH3:29])=[C:14](SC2C=CC=CC=2)[CH:15]=1)[C:3](=[O:9])[O:4][C:5]([CH3:8])([CH3:7])[CH3:6].Cl[C:31]1[CH:36]=[CH:35][CH:34]=[C:33](C(OO)=O)[CH:32]=1.[S:41]([O-:45])([O-])(=[O:43])=S.[Na+].[Na+], predict the reaction product. The product is: [CH3:1][N:2]([CH2:10][C:11]1[O:12][C:13]([C:23]2[CH:28]=[CH:27][CH:26]=[CH:25][C:24]=2[CH3:29])=[C:14]([S:41]([C:31]2[CH:36]=[CH:35][CH:34]=[CH:33][CH:32]=2)(=[O:45])=[O:43])[CH:15]=1)[C:3](=[O:9])[O:4][C:5]([CH3:8])([CH3:7])[CH3:6].